Dataset: Full USPTO retrosynthesis dataset with 1.9M reactions from patents (1976-2016). Task: Predict the reactants needed to synthesize the given product. The reactants are: [NH:1]1[CH2:5][CH2:4][C@H:3]([NH:6][C:7]2[N:16]=[C:15]([N:17]3[CH2:22][CH2:21][N:20]([C:23]([O:25][C:26]([CH3:29])([CH3:28])[CH3:27])=[O:24])[CH2:19][CH2:18]3)[C:14]3[C:9](=[CH:10][CH:11]=[CH:12][CH:13]=3)[N:8]=2)[CH2:2]1.N1C=CC=CC=1.[C:36]1([CH2:42][C:43](Cl)=[O:44])[CH:41]=[CH:40][CH:39]=[CH:38][CH:37]=1.C(=O)([O-])O.[Na+]. Given the product [C:36]1([CH2:42][C:43]([N:1]2[CH2:5][CH2:4][C@H:3]([NH:6][C:7]3[N:16]=[C:15]([N:17]4[CH2:18][CH2:19][N:20]([C:23]([O:25][C:26]([CH3:29])([CH3:28])[CH3:27])=[O:24])[CH2:21][CH2:22]4)[C:14]4[C:9](=[CH:10][CH:11]=[CH:12][CH:13]=4)[N:8]=3)[CH2:2]2)=[O:44])[CH:41]=[CH:40][CH:39]=[CH:38][CH:37]=1, predict the reactants needed to synthesize it.